Dataset: Forward reaction prediction with 1.9M reactions from USPTO patents (1976-2016). Task: Predict the product of the given reaction. Given the reactants O.O.[C:3]([OH:8])(=[O:7])[C:4]([OH:6])=[O:5].[CH2:9]([O:16][NH:17][CH:18]1[CH2:23][NH:22][C@H:21]([C:24]#[N:25])[CH2:20][CH2:19]1)[C:10]1[CH:15]=[CH:14][CH:13]=[CH:12][CH:11]=1, predict the reaction product. The product is: [C:3]([OH:8])(=[O:7])[C:4]([OH:6])=[O:5].[CH2:9]([O:16][NH:17][CH:18]1[CH2:23][NH:22][C@H:21]([C:24]#[N:25])[CH2:20][CH2:19]1)[C:10]1[CH:15]=[CH:14][CH:13]=[CH:12][CH:11]=1.